From a dataset of Forward reaction prediction with 1.9M reactions from USPTO patents (1976-2016). Predict the product of the given reaction. Given the reactants C([O:5][C:6](=O)[NH:7][CH:8]([C:13]([N:15]1[CH2:19][CH2:18][CH2:17][CH:16]1[C:20](=[O:36])[NH:21][CH:22]1[CH2:26][C:25](=[O:27])[O:24][CH:23]1[O:28][CH2:29][C:30]1[CH:35]=[CH:34][CH:33]=[CH:32][CH:31]=1)=[O:14])[C:9]([CH3:12])([CH3:11])[CH3:10])(C)(C)C.C(O)(C(F)(F)F)=O.CCN(C(C)C)C(C)C.[NH2:54][C:55]1[CH:63]=[CH:62][C:58](C(O)=O)=[CH:57][C:56]=1[Cl:64].C1C=CC2N(O)N=NC=2C=1.C(Cl)CCl, predict the reaction product. The product is: [CH2:29]([O:28][CH:23]1[CH:22]([NH:21][C:20]([CH:16]2[CH2:17][CH2:18][CH2:19][N:15]2[C:13](=[O:14])[CH:8]([NH:7][C:6](=[O:5])[C:58]2[CH:62]=[CH:63][C:55]([NH2:54])=[C:56]([Cl:64])[CH:57]=2)[C:9]([CH3:12])([CH3:10])[CH3:11])=[O:36])[CH2:26][C:25](=[O:27])[O:24]1)[C:30]1[CH:31]=[CH:32][CH:33]=[CH:34][CH:35]=1.